This data is from Full USPTO retrosynthesis dataset with 1.9M reactions from patents (1976-2016). The task is: Predict the reactants needed to synthesize the given product. (1) Given the product [CH:12]1([C:15]2[N:20]=[C:19]([C:21]3[N:25]([C:36]([N:31]4[CH2:35][CH2:34][CH2:33][CH2:32]4)=[O:37])[C:24](=[O:26])[O:23][N:22]=3)[CH:18]=[C:17]([C:27]([F:28])([F:30])[F:29])[N:16]=2)[CH2:13][CH2:14]1, predict the reactants needed to synthesize it. The reactants are: N12CCCN=C1CCCCC2.[CH:12]1([C:15]2[N:20]=[C:19]([C:21]3[NH:22][O:23][C:24](=[O:26])[N:25]=3)[CH:18]=[C:17]([C:27]([F:30])([F:29])[F:28])[N:16]=2)[CH2:14][CH2:13]1.[N:31]1([C:36](Cl)=[O:37])[CH2:35][CH2:34][CH2:33][CH2:32]1. (2) Given the product [CH:3]([C:4]1[CH:5]=[C:6]([CH:22]=[CH:23][CH:24]=1)[C:7]([C:9]1[C:14]([C:15]([O:17][CH2:18][CH3:19])=[O:16])=[CH:13][N:12]=[C:11]([S:20][CH3:21])[N:10]=1)=[O:8])=[O:2], predict the reactants needed to synthesize it. The reactants are: C[O:2][CH:3](OC)[C:4]1[CH:5]=[C:6]([CH:22]=[CH:23][CH:24]=1)[C:7]([C:9]1[C:14]([C:15]([O:17][CH2:18][CH3:19])=[O:16])=[CH:13][N:12]=[C:11]([S:20][CH3:21])[N:10]=1)=[O:8].C(O)(C(F)(F)F)=O.